From a dataset of Peptide-MHC class I binding affinity with 185,985 pairs from IEDB/IMGT. Regression. Given a peptide amino acid sequence and an MHC pseudo amino acid sequence, predict their binding affinity value. This is MHC class I binding data. (1) The peptide sequence is FRYEFTAPF. The MHC is HLA-A02:12 with pseudo-sequence HLA-A02:12. The binding affinity (normalized) is 0.0847. (2) The peptide sequence is AILGVLATL. The MHC is HLA-A02:01 with pseudo-sequence HLA-A02:01. The binding affinity (normalized) is 0.468. (3) The peptide sequence is TLPGCLIIL. The MHC is HLA-B39:01 with pseudo-sequence HLA-B39:01. The binding affinity (normalized) is 0.0847. (4) The peptide sequence is LSDAIFDDL. The MHC is HLA-A26:01 with pseudo-sequence HLA-A26:01. The binding affinity (normalized) is 0.0847.